Dataset: Reaction yield outcomes from USPTO patents with 853,638 reactions. Task: Predict the reaction yield, written as a fraction of the theoretical maximum amount of product (1.0 means a 100% yield; for example, 0.34 means a 34% yield). (1) The reactants are [Br:1][C:2]1[CH:3]=[C:4]([CH:7]=[CH:8][CH:9]=1)[C:5]#[N:6].[OH2:10]. The catalyst is O1CCOCC1. The product is [Br:1][C:2]1[CH:3]=[C:4]([CH:7]=[CH:8][CH:9]=1)[C:5]([NH2:6])=[O:10]. The yield is 0.800. (2) The reactants are [H-].[Na+].[OH:3][C:4]([CH3:10])([CH3:9])[C:5]([O:7][CH3:8])=[O:6].[I:11][C:12]1[CH:19]=[CH:18][C:15]([CH2:16]Br)=[CH:14][CH:13]=1.[Cl-].[NH4+]. The product is [I:11][C:12]1[CH:19]=[CH:18][C:15]([CH2:16][O:3][C:4]([CH3:10])([CH3:9])[C:5]([O:7][CH3:8])=[O:6])=[CH:14][CH:13]=1. The yield is 0.860. The catalyst is C1COCC1.C(OCC)(=O)C.